Dataset: NCI-60 drug combinations with 297,098 pairs across 59 cell lines. Task: Regression. Given two drug SMILES strings and cell line genomic features, predict the synergy score measuring deviation from expected non-interaction effect. (1) Drug 1: C1=CC(=CC=C1C#N)C(C2=CC=C(C=C2)C#N)N3C=NC=N3. Drug 2: CCN(CC)CCNC(=O)C1=C(NC(=C1C)C=C2C3=C(C=CC(=C3)F)NC2=O)C. Cell line: RPMI-8226. Synergy scores: CSS=10.2, Synergy_ZIP=-1.95, Synergy_Bliss=-3.69, Synergy_Loewe=10.5, Synergy_HSA=-2.12. (2) Synergy scores: CSS=33.9, Synergy_ZIP=4.02, Synergy_Bliss=-1.73, Synergy_Loewe=-35.8, Synergy_HSA=-5.50. Drug 2: CC1CCCC2(C(O2)CC(NC(=O)CC(C(C(=O)C(C1O)C)(C)C)O)C(=CC3=CSC(=N3)C)C)C. Drug 1: COC1=C2C(=CC3=C1OC=C3)C=CC(=O)O2. Cell line: LOX IMVI. (3) Cell line: T-47D. Synergy scores: CSS=38.5, Synergy_ZIP=-7.65, Synergy_Bliss=-0.604, Synergy_Loewe=1.47, Synergy_HSA=1.54. Drug 2: CCC(=C(C1=CC=CC=C1)C2=CC=C(C=C2)OCCN(C)C)C3=CC=CC=C3.C(C(=O)O)C(CC(=O)O)(C(=O)O)O. Drug 1: CCC1=CC2CC(C3=C(CN(C2)C1)C4=CC=CC=C4N3)(C5=C(C=C6C(=C5)C78CCN9C7C(C=CC9)(C(C(C8N6C)(C(=O)OC)O)OC(=O)C)CC)OC)C(=O)OC.C(C(C(=O)O)O)(C(=O)O)O. (4) Drug 1: C1=C(C(=O)NC(=O)N1)F. Drug 2: CC1=C(C=C(C=C1)C(=O)NC2=CC(=CC(=C2)C(F)(F)F)N3C=C(N=C3)C)NC4=NC=CC(=N4)C5=CN=CC=C5. Cell line: HS 578T. Synergy scores: CSS=29.7, Synergy_ZIP=-10.0, Synergy_Bliss=-1.77, Synergy_Loewe=-5.74, Synergy_HSA=-5.45. (5) Drug 1: CC(C)NC(=O)C1=CC=C(C=C1)CNNC.Cl. Drug 2: CCC1(C2=C(COC1=O)C(=O)N3CC4=CC5=C(C=CC(=C5CN(C)C)O)N=C4C3=C2)O.Cl. Cell line: SF-268. Synergy scores: CSS=-12.8, Synergy_ZIP=-12.1, Synergy_Bliss=-34.7, Synergy_Loewe=-44.5, Synergy_HSA=-40.8. (6) Drug 1: C1=C(C(=O)NC(=O)N1)F. Drug 2: C1=NC2=C(N1)C(=S)N=C(N2)N. Cell line: HL-60(TB). Synergy scores: CSS=62.8, Synergy_ZIP=-5.11, Synergy_Bliss=-7.65, Synergy_Loewe=-7.96, Synergy_HSA=-2.93. (7) Drug 1: CC1=C2C(C(=O)C3(C(CC4C(C3C(C(C2(C)C)(CC1OC(=O)C(C(C5=CC=CC=C5)NC(=O)OC(C)(C)C)O)O)OC(=O)C6=CC=CC=C6)(CO4)OC(=O)C)OC)C)OC. Drug 2: CN(C(=O)NC(C=O)C(C(C(CO)O)O)O)N=O. Cell line: IGROV1. Synergy scores: CSS=32.5, Synergy_ZIP=2.32, Synergy_Bliss=1.91, Synergy_Loewe=-23.4, Synergy_HSA=2.90. (8) Drug 1: C1=NC2=C(N=C(N=C2N1C3C(C(C(O3)CO)O)O)F)N. Drug 2: CCCCCOC(=O)NC1=NC(=O)N(C=C1F)C2C(C(C(O2)C)O)O. Cell line: COLO 205. Synergy scores: CSS=6.63, Synergy_ZIP=-1.80, Synergy_Bliss=2.54, Synergy_Loewe=-9.01, Synergy_HSA=-2.51. (9) Drug 1: CC1=C(C=C(C=C1)C(=O)NC2=CC(=CC(=C2)C(F)(F)F)N3C=C(N=C3)C)NC4=NC=CC(=N4)C5=CN=CC=C5. Drug 2: CCC1(CC2CC(C3=C(CCN(C2)C1)C4=CC=CC=C4N3)(C5=C(C=C6C(=C5)C78CCN9C7C(C=CC9)(C(C(C8N6C)(C(=O)OC)O)OC(=O)C)CC)OC)C(=O)OC)O.OS(=O)(=O)O. Cell line: NCIH23. Synergy scores: CSS=-1.03, Synergy_ZIP=4.31, Synergy_Bliss=4.42, Synergy_Loewe=0.0132, Synergy_HSA=-0.201.